This data is from Catalyst prediction with 721,799 reactions and 888 catalyst types from USPTO. The task is: Predict which catalyst facilitates the given reaction. (1) Product: [C:26]([CH:23]1[CH2:24][CH2:25][C:20]([C:12]2[C:11]([N:8]3[CH2:9][CH2:10][N:5]([CH2:1][CH2:2][CH2:3][CH3:4])[CH2:6][CH2:7]3)=[C:16]([NH2:17])[CH:15]=[CH:14][CH:13]=2)=[CH:21][CH2:22]1)([CH3:29])([CH3:28])[CH3:27]. The catalyst class is: 43. Reactant: [CH2:1]([N:5]1[CH2:10][CH2:9][N:8]([C:11]2[C:16]([N+:17]([O-])=O)=[CH:15][CH:14]=[CH:13][C:12]=2[C:20]2[CH2:25][CH2:24][CH:23]([C:26]([CH3:29])([CH3:28])[CH3:27])[CH2:22][CH:21]=2)[CH2:7][CH2:6]1)[CH2:2][CH2:3][CH3:4]. (2) Reactant: [C:1]([O:5][C:6]([NH:8][C@H:9]([C:30]([O:32][C:33]([CH3:36])([CH3:35])[CH3:34])=[O:31])[CH2:10][C@H:11]([CH2:19][C:20]1[CH:25]=[CH:24][C:23]([O:26][CH2:27][CH2:28][F:29])=[CH:22][N:21]=1)[C:12]([O:14][C:15]([CH3:18])([CH3:17])[CH3:16])=[O:13])=[O:7])([CH3:4])([CH3:3])[CH3:2].ClC1C=C(C=CC=1)C(OO)=[O:42]. Product: [C:1]([O:5][C:6]([NH:8][C@H:9]([C:30]([O:32][C:33]([CH3:36])([CH3:35])[CH3:34])=[O:31])[CH2:10][C@H:11]([CH2:19][C:20]1[CH:25]=[CH:24][C:23]([O:26][CH2:27][CH2:28][F:29])=[CH:22][N+:21]=1[O-:42])[C:12]([O:14][C:15]([CH3:16])([CH3:18])[CH3:17])=[O:13])=[O:7])([CH3:2])([CH3:3])[CH3:4]. The catalyst class is: 4. (3) Reactant: ClC(Cl)(O[C:5](=[O:11])[O:6][C:7](Cl)(Cl)Cl)Cl.[NH2:13][C:14]1[CH:19]=[CH:18][C:17]([S:20]([NH:23][C:24]2[CH:29]=[CH:28][CH:27]=[CH:26][C:25]=2[C:30](=[O:37])[C:31]2[CH:36]=[CH:35][CH:34]=[CH:33][CH:32]=2)(=[O:22])=[O:21])=[CH:16][CH:15]=1.[CH2:38]1[CH2:42][O:41][CH2:40][CH2:39]1. Product: [C:30]([C:25]1[CH:26]=[CH:27][CH:28]=[CH:29][C:24]=1[NH:23][S:20]([C:17]1[CH:16]=[CH:15][C:14]([NH:13][C:5](=[O:11])[O:6][CH2:7][CH:40]2[CH2:39][CH2:38][CH2:42][O:41]2)=[CH:19][CH:18]=1)(=[O:22])=[O:21])(=[O:37])[C:31]1[CH:32]=[CH:33][CH:34]=[CH:35][CH:36]=1. The catalyst class is: 66. (4) Reactant: C[O:2]C1C=CC(C(O)=O)=CC=1[N+]([O-])=O.ON1C(=O)CCC1=O.[CH:23]1([N:29]=[C:30]=[N:31][CH:32]2[CH2:37][CH2:36][CH2:35][CH2:34][CH2:33]2)[CH2:28][CH2:27][CH2:26][CH2:25][CH2:24]1. Product: [CH:32]1([NH:31][C:30](=[O:2])[NH:29][CH:23]2[CH2:24][CH2:25][CH2:26][CH2:27][CH2:28]2)[CH2:37][CH2:36][CH2:35][CH2:34][CH2:33]1. The catalyst class is: 10.